Dataset: Forward reaction prediction with 1.9M reactions from USPTO patents (1976-2016). Task: Predict the product of the given reaction. (1) Given the reactants [H-].[Na+].[C:3]1([NH:9][C:10]([C:12]2[NH:13][CH:14]=[CH:15][N:16]=2)=[O:11])[CH:8]=[CH:7][CH:6]=[CH:5][CH:4]=1.C1(P(C2C=CC=CC=2)(=O)[NH2:24])C=CC=CC=1.S([O-])([O-])(=O)=S.[Na+].[Na+], predict the reaction product. The product is: [NH2:24][N:16]1[CH:15]=[CH:14][N:13]=[C:12]1[C:10]([NH:9][C:3]1[CH:4]=[CH:5][CH:6]=[CH:7][CH:8]=1)=[O:11]. (2) Given the reactants Br[C:2]1[CH:3]=[CH:4][C:5]([CH2:8][C:9]2[CH:10]=[C:11]([C:20]([NH:22][C@H:23]3[CH2:28][CH2:27][CH2:26][CH2:25][C@@H:24]3[OH:29])=[O:21])[C:12](=[O:19])[N:13]3[C:18]=2[CH:17]=[CH:16][CH:15]=[CH:14]3)=[N:6][CH:7]=1.C(=O)([O-])[O-].[Cs+].[Cs+].[CH3:36][N:37]1[CH:41]=[C:40](B2OC(C)(C)C(C)(C)O2)[CH:39]=[N:38]1, predict the reaction product. The product is: [OH:29][C@H:24]1[CH2:25][CH2:26][CH2:27][CH2:28][C@@H:23]1[NH:22][C:20]([C:11]1[C:12](=[O:19])[N:13]2[C:18]([CH:17]=[CH:16][CH:15]=[CH:14]2)=[C:9]([CH2:8][C:5]2[CH:4]=[CH:3][C:2]([C:40]3[CH:39]=[N:38][N:37]([CH3:36])[CH:41]=3)=[CH:7][N:6]=2)[CH:10]=1)=[O:21]. (3) Given the reactants [CH:1]1([NH2:4])[CH2:3][CH2:2]1.[C:5]([O:9][C:10]([NH:12][C@@H:13]([CH2:19][CH2:20][CH3:21])[C@H:14]([OH:18])[C:15](O)=[O:16])=[O:11])([CH3:8])([CH3:7])[CH3:6].C1C=C2N=NN(O)C2=CC=1.O.CCN=C=NCCCN(C)C.Cl.C([O-])(O)=O.[Na+], predict the reaction product. The product is: [CH:1]1([NH:4][C:15](=[O:16])[C@@H:14]([OH:18])[C@@H:13]([NH:12][C:10]([O:9][C:5]([CH3:8])([CH3:7])[CH3:6])=[O:11])[CH2:19][CH2:20][CH3:21])[CH2:3][CH2:2]1. (4) Given the reactants [CH3:1][O:2][CH2:3][CH2:4][OH:5].[H-].[Na+].Cl[C:9]1[N:10]=[C:11]([C:22]2[CH:27]=[CH:26][C:25]([Cl:28])=[CH:24][CH:23]=2)[C:12]([C:15]2[CH:20]=[CH:19][C:18]([Cl:21])=[CH:17][CH:16]=2)=[N:13][CH:14]=1, predict the reaction product. The product is: [Cl:21][C:18]1[CH:19]=[CH:20][C:15]([C:12]2[C:11]([C:22]3[CH:27]=[CH:26][C:25]([Cl:28])=[CH:24][CH:23]=3)=[N:10][C:9]([O:5][CH2:4][CH2:3][O:2][CH3:1])=[CH:14][N:13]=2)=[CH:16][CH:17]=1. (5) The product is: [CH3:10][S:7]([C:4]1[CH:5]=[CH:6][C:1]([CH2:11][Br:12])=[CH:2][CH:3]=1)(=[O:9])=[O:8]. Given the reactants [C:1]1([CH3:11])[CH:6]=[CH:5][C:4]([S:7]([CH3:10])(=[O:9])=[O:8])=[CH:3][CH:2]=1.[Br:12]N1C(=O)CCC1=O, predict the reaction product.